This data is from Forward reaction prediction with 1.9M reactions from USPTO patents (1976-2016). The task is: Predict the product of the given reaction. The product is: [Br:14][C:4]1[CH:5]=[C:6]2[C:11](=[CH:12][C:3]=1[CH:2]([F:1])[F:13])[NH:10][CH2:9][CH2:8][CH2:7]2. Given the reactants [F:1][CH:2]([F:13])[C:3]1[CH:12]=[C:11]2[C:6]([CH2:7][CH2:8][CH2:9][NH:10]2)=[CH:5][CH:4]=1.[Br:14]N1C(=O)CCC1=O.O, predict the reaction product.